This data is from Peptide-MHC class I binding affinity with 185,985 pairs from IEDB/IMGT. The task is: Regression. Given a peptide amino acid sequence and an MHC pseudo amino acid sequence, predict their binding affinity value. This is MHC class I binding data. (1) The peptide sequence is SRLFEDLVWK. The MHC is HLA-A33:01 with pseudo-sequence HLA-A33:01. The binding affinity (normalized) is 0. (2) The peptide sequence is QLKGQGKSRL. The MHC is HLA-A02:03 with pseudo-sequence HLA-A02:03. The binding affinity (normalized) is 0.238. (3) The peptide sequence is KRFYQTVGF. The MHC is HLA-B15:17 with pseudo-sequence HLA-B15:17. The binding affinity (normalized) is 0.0847. (4) The peptide sequence is TGIAIIAYI. The MHC is HLA-A26:01 with pseudo-sequence HLA-A26:01. The binding affinity (normalized) is 0.0847. (5) The peptide sequence is FVRELLTEV. The MHC is HLA-A03:01 with pseudo-sequence HLA-A03:01. The binding affinity (normalized) is 0.0847. (6) The peptide sequence is TINAWIKGV. The MHC is HLA-A01:01 with pseudo-sequence HLA-A01:01. The binding affinity (normalized) is 0.178.